This data is from Buchwald-Hartwig C-N cross coupling reaction yields with 55,370 reactions. The task is: Predict the reaction yield, written as a fraction of the theoretical maximum amount of product (1.0 means a 100% yield; for example, 0.34 means a 34% yield). (1) The reactants are Brc1cccnc1.Cc1ccc(N)cc1.O=S(=O)(O[Pd]1c2ccccc2-c2ccccc2N~1)C(F)(F)F.CC(C)c1cc(C(C)C)c(-c2ccccc2P(C2CCCCC2)C2CCCCC2)c(C(C)C)c1.CN(C)C(=NC(C)(C)C)N(C)C.c1ccc(-c2ccon2)cc1. No catalyst specified. The product is Cc1ccc(Nc2cccnc2)cc1. The yield is 0.368. (2) No catalyst specified. The reactants are FC(F)(F)c1ccc(Cl)cc1.Cc1ccc(N)cc1.O=S(=O)(O[Pd]1c2ccccc2-c2ccccc2N~1)C(F)(F)F.CC(C)c1cc(C(C)C)c(-c2ccccc2P(C(C)(C)C)C(C)(C)C)c(C(C)C)c1.CCN=P(N=P(N(C)C)(N(C)C)N(C)C)(N(C)C)N(C)C.c1ccc(CN(Cc2ccccc2)c2ccno2)cc1. The yield is 0.102. The product is Cc1ccc(Nc2ccc(C(F)(F)F)cc2)cc1. (3) The reactants are COc1ccc(Br)cc1.Cc1ccc(N)cc1.O=S(=O)(O[Pd]1c2ccccc2-c2ccccc2N~1)C(F)(F)F.CC(C)c1cc(C(C)C)c(-c2ccccc2P(C(C)(C)C)C(C)(C)C)c(C(C)C)c1.CN1CCCN2CCCN=C12.c1ccc(-c2cnoc2)cc1. No catalyst specified. The product is COc1ccc(Nc2ccc(C)cc2)cc1. The yield is 0.494. (4) The reactants are FC(F)(F)c1ccc(I)cc1.Cc1ccc(N)cc1.O=S(=O)(O[Pd]1c2ccccc2-c2ccccc2N~1)C(F)(F)F.CC(C)c1cc(C(C)C)c(-c2ccccc2P(C2CCCCC2)C2CCCCC2)c(C(C)C)c1.CCN=P(N=P(N(C)C)(N(C)C)N(C)C)(N(C)C)N(C)C.c1ccc(-c2ccno2)cc1. No catalyst specified. The product is Cc1ccc(Nc2ccc(C(F)(F)F)cc2)cc1. The yield is 0.183. (5) No catalyst specified. The reactants are FC(F)(F)c1ccc(Br)cc1.Cc1ccc(N)cc1.O=S(=O)(O[Pd]1c2ccccc2-c2ccccc2N~1)C(F)(F)F.CC(C)c1cc(C(C)C)c(-c2ccccc2P(C2CCCCC2)C2CCCCC2)c(C(C)C)c1.CN1CCCN2CCCN=C12.c1ccc2nocc2c1. The yield is 0.0307. The product is Cc1ccc(Nc2ccc(C(F)(F)F)cc2)cc1. (6) No catalyst specified. The reactants are Brc1ccccn1.Cc1ccc(N)cc1.O=S(=O)(O[Pd]1c2ccccc2-c2ccccc2N~1)C(F)(F)F.CC(C)c1cc(C(C)C)c(-c2ccccc2P(C2CCCCC2)C2CCCCC2)c(C(C)C)c1.CN(C)C(=NC(C)(C)C)N(C)C.COC(=O)c1cc(-c2cccs2)on1. The product is Cc1ccc(Nc2ccccn2)cc1. The yield is 0.375.